From a dataset of Catalyst prediction with 721,799 reactions and 888 catalyst types from USPTO. Predict which catalyst facilitates the given reaction. (1) Reactant: [Br:1][C:2]1[CH:3]=[C:4]2[C:8](=[CH:9][CH:10]=1)[NH:7][C:6]1[CH:11]=[N:12][C:13]([CH:15]=O)=[CH:14][C:5]2=1.O.NN.[OH-].[K+]. Product: [Br:1][C:2]1[CH:3]=[C:4]2[C:8](=[CH:9][CH:10]=1)[NH:7][C:6]1[CH:11]=[N:12][C:13]([CH3:15])=[CH:14][C:5]2=1. The catalyst class is: 196. (2) Reactant: [OH-].[Na+].[C:3]1([C:9]2[O:10][CH:11]=[C:12]([C:14]3[N:24]=[CH:23][CH:22]=[CH:21][C:15]=3[C:16]([O:18]CC)=[O:17])[N:13]=2)[CH:8]=[CH:7][CH:6]=[CH:5][CH:4]=1. Product: [C:3]1([C:9]2[O:10][CH:11]=[C:12]([C:14]3[N:24]=[CH:23][CH:22]=[CH:21][C:15]=3[C:16]([OH:18])=[O:17])[N:13]=2)[CH:4]=[CH:5][CH:6]=[CH:7][CH:8]=1. The catalyst class is: 14.